The task is: Predict which catalyst facilitates the given reaction.. This data is from Catalyst prediction with 721,799 reactions and 888 catalyst types from USPTO. (1) Reactant: [CH3:1][O:2][C:3]1[N:8]=[CH:7][C:6]([NH2:9])=[CH:5][N:4]=1.[C:10](Cl)(=O)[O:11]C1C=CC=CC=1.[Cl:20][C:21]1[CH:28]=[C:27]([N:29]2[CH2:34][C@@H:33]([CH3:35])[NH:32][CH2:31][C@@H:30]2[CH3:36])[CH:26]=[CH:25][C:22]=1[C:23]#[N:24]. Product: [Cl:20][C:21]1[CH:28]=[C:27]([N:29]2[C@@H:30]([CH3:36])[CH2:31][N:32]([C:10]([NH:9][C:6]3[CH:5]=[N:4][C:3]([O:2][CH3:1])=[N:8][CH:7]=3)=[O:11])[C@H:33]([CH3:35])[CH2:34]2)[CH:26]=[CH:25][C:22]=1[C:23]#[N:24]. The catalyst class is: 17. (2) Reactant: [OH:1][CH2:2][CH2:3][CH:4]1[O:9][C:8]2[N:10]=[C:11]([C:20]3[CH:25]=[CH:24][C:23]([C:26]4([NH:30][C:31](=[O:37])[O:32][C:33]([CH3:36])([CH3:35])[CH3:34])[CH2:29][CH2:28][CH2:27]4)=[CH:22][CH:21]=3)[C:12]([C:14]3[CH:19]=[CH:18][CH:17]=[CH:16][CH:15]=3)=[CH:13][C:7]=2[NH:6][C:5]1=[O:38].C(=O)([O-])[O-].[K+].[K+].Br[CH2:46][C:47]#[N:48]. Product: [C:33]([O:32][C:31](=[O:37])[NH:30][C:26]1([C:23]2[CH:24]=[CH:25][C:20]([C:11]3[C:12]([C:14]4[CH:15]=[CH:16][CH:17]=[CH:18][CH:19]=4)=[CH:13][C:7]4[N:6]([CH2:46][C:47]#[N:48])[C:5](=[O:38])[CH:4]([CH2:3][CH2:2][OH:1])[O:9][C:8]=4[N:10]=3)=[CH:21][CH:22]=2)[CH2:27][CH2:28][CH2:29]1)([CH3:35])([CH3:34])[CH3:36]. The catalyst class is: 3. (3) Reactant: [CH:1]1([CH2:4][NH:5][C:6]2[CH:26]=[CH:25][C:9]([O:10][C:11]3[CH:12]=[C:13]([CH:18]=[C:19]([O:21][CH:22]([CH3:24])[CH3:23])[CH:20]=3)[C:14]([O:16][CH3:17])=[O:15])=[CH:8][CH:7]=2)[CH2:3][CH2:2]1.N1C=CC=CC=1.[C:33](OC(=O)C)(=[O:35])[CH3:34]. Product: [C:33]([N:5]([CH2:4][CH:1]1[CH2:3][CH2:2]1)[C:6]1[CH:26]=[CH:25][C:9]([O:10][C:11]2[CH:12]=[C:13]([CH:18]=[C:19]([O:21][CH:22]([CH3:24])[CH3:23])[CH:20]=2)[C:14]([O:16][CH3:17])=[O:15])=[CH:8][CH:7]=1)(=[O:35])[CH3:34]. The catalyst class is: 4. (4) Product: [CH2:9]1[C:8]2([CH2:12][NH:11][CH2:10]2)[CH2:7][CH:6]1[CH2:5][C:4]([O:3][CH2:1][CH3:2])=[O:23]. The catalyst class is: 29. Reactant: [CH2:1]([O:3][C:4](=[O:23])[CH:5]=[C:6]1[CH2:9][C:8]2([CH2:12][N:11](C(OCC3C=CC=CC=3)=O)[CH2:10]2)[CH2:7]1)[CH3:2]. (5) Reactant: [C:1]12([CH2:11][O:12][C:13]3[C:25](Br)=[CH:24][C:16]([C:17]([NH:19][S:20]([CH3:23])(=[O:22])=[O:21])=[O:18])=[C:15]([F:27])[CH:14]=3)[CH2:10][CH:5]3[CH2:6][CH:7]([CH2:9][CH:3]([CH2:4]3)[CH2:2]1)[CH2:8]2.C([Li])(C)(C)C.[CH:33](=[O:35])[CH3:34]. Product: [C:1]12([CH2:11][O:12][C:13]3[CH:25]=[CH:24][C:16]([C:17]([NH:19][S:20]([CH2:23][CH:33]([OH:35])[CH3:34])(=[O:22])=[O:21])=[O:18])=[C:15]([F:27])[CH:14]=3)[CH2:10][CH:5]3[CH2:6][CH:7]([CH2:9][CH:3]([CH2:4]3)[CH2:2]1)[CH2:8]2. The catalyst class is: 7. (6) Reactant: [N+]([O-])([O-])=O.[Ce+4].[NH4+].[N+]([O-])([O-])=O.[N+]([O-])([O-])=O.[N+]([O-])([O-])=O.[N+]([O-])([O-])=O.[CH3:23][O:24][C:25]1[CH:30]=[C:29]([O:31][CH3:32])[N:28]=[C:27]([O:33][C@H:34]2[C@:37]3([C:56]4[CH:61]=[CH:60][CH:59]=[CH:58][CH:57]=4)[C:38]4[CH:55]=[CH:54][CH:53]=[CH:52][C:39]=4[N:40](CC4C=CC(OC)=CC=4)[CH2:41][CH2:42][N:36]3[C:35]2=[O:62])[N:26]=1. Product: [CH3:23][O:24][C:25]1[CH:30]=[C:29]([O:31][CH3:32])[N:28]=[C:27]([O:33][C@H:34]2[C@:37]3([C:56]4[CH:61]=[CH:60][CH:59]=[CH:58][CH:57]=4)[C:38]4[CH:55]=[CH:54][CH:53]=[CH:52][C:39]=4[NH:40][CH2:41][CH2:42][N:36]3[C:35]2=[O:62])[N:26]=1. The catalyst class is: 192. (7) Reactant: [CH2:1]([O:8][C:9]([NH:11][C:12]12[CH2:22][C:16]3([CH3:23])[CH2:17][C:18]([OH:21])([CH2:20][C:14]([CH3:24])([CH2:15]3)[CH2:13]1)[CH2:19]2)=[O:10])[C:2]1[CH:7]=[CH:6][CH:5]=[CH:4][CH:3]=1.[Br:25][CH2:26][CH2:27][CH2:28][C:29](Cl)=[O:30]. Product: [CH2:1]([O:8][C:9]([NH:11][C:12]12[CH2:22][C:16]3([CH3:23])[CH2:17][C:18]([O:21][C:29]([CH2:28][CH2:27][CH2:26][Br:25])=[O:30])([CH2:20][C:14]([CH3:24])([CH2:15]3)[CH2:13]1)[CH2:19]2)=[O:10])[C:2]1[CH:7]=[CH:6][CH:5]=[CH:4][CH:3]=1. The catalyst class is: 3.